This data is from NCI-60 drug combinations with 297,098 pairs across 59 cell lines. The task is: Regression. Given two drug SMILES strings and cell line genomic features, predict the synergy score measuring deviation from expected non-interaction effect. Drug 1: CC1=C(C=C(C=C1)C(=O)NC2=CC(=CC(=C2)C(F)(F)F)N3C=C(N=C3)C)NC4=NC=CC(=N4)C5=CN=CC=C5. Drug 2: COC1=C2C(=CC3=C1OC=C3)C=CC(=O)O2. Cell line: NCI-H460. Synergy scores: CSS=-1.18, Synergy_ZIP=0.315, Synergy_Bliss=-2.40, Synergy_Loewe=0.376, Synergy_HSA=-4.64.